This data is from Retrosynthesis with 50K atom-mapped reactions and 10 reaction types from USPTO. The task is: Predict the reactants needed to synthesize the given product. (1) The reactants are: COc1cc(-c2nn(CCOS(C)(=O)=O)c3ncnc(N)c23)ccc1NC(=O)c1cc2ccccc2n1C.NCCO. Given the product COc1cc(-c2nn(CCNCCO)c3ncnc(N)c23)ccc1NC(=O)c1cc2ccccc2n1C, predict the reactants needed to synthesize it. (2) Given the product CC(C)(C)OC(=O)N1CC[C@H](CNC(=O)c2cc(Br)c(Br)[nH]2)C1, predict the reactants needed to synthesize it. The reactants are: CC(C)(C)OC(=O)N1CC[C@H](CN)C1.O=C(O)c1cc(Br)c(Br)[nH]1. (3) The reactants are: CC1(C)OCc2cc([C@@H](O)CN(CCCCCCOCCOCc3cccc([N+](C)(C)C)c3)C(=O)OCc3ccccc3)ccc2O1. Given the product CC1(C)OCc2cc([C@@H](O)CNCCCCCCOCCOCc3cccc([N+](C)(C)C)c3)ccc2O1, predict the reactants needed to synthesize it. (4) Given the product COc1ccccc1COc1ccc(CC(=O)O)cc1Cl, predict the reactants needed to synthesize it. The reactants are: COc1ccccc1CCl.O=C(O)Cc1ccc(O)c(Cl)c1. (5) Given the product C[SiH](C)Oc1c(C=CCC2OCCCO2)ccc(C(C)(C)C)c1C12CC3CC(CC(C3)C1)C2, predict the reactants needed to synthesize it. The reactants are: C[SiH](C)Oc1c(C=O)ccc(C(C)(C)C)c1C12CC3CC(CC(C3)C1)C2.c1ccc([P+](CCC2OCCCO2)(c2ccccc2)c2ccccc2)cc1. (6) Given the product CN(C)c1ccc(CN(C(=O)C2CCCc3c(OCc4ccccc4)cccc32)c2ccccc2)cc1, predict the reactants needed to synthesize it. The reactants are: CN(C)c1ccc(CNc2ccccc2)cc1.O=C(O)C1CCCc2c(OCc3ccccc3)cccc21.